From a dataset of Catalyst prediction with 721,799 reactions and 888 catalyst types from USPTO. Predict which catalyst facilitates the given reaction. (1) Reactant: [F:1][C:2]1[C:34]([F:35])=[CH:33][C:5]2[NH:6][C:7]([NH:9][C:10]3[CH:15]=[CH:14][C:13]([O:16][C:17]4[C:22]([C:23]5[CH:28]=[CH:27][N:26]=[C:25](S(C)(=O)=O)[N:24]=5)=[CH:21][CH:20]=[CH:19][N:18]=4)=[CH:12][CH:11]=3)=[N:8][C:4]=2[CH:3]=1.[CH3:36][N:37]1[CH2:42][CH2:41][N:40]([C:43]2[CH:48]=[CH:47][C:46]([NH2:49])=[CH:45][CH:44]=2)[CH2:39][CH2:38]1.C(O)(C(F)(F)F)=O. Product: [F:1][C:2]1[C:34]([F:35])=[CH:33][C:5]2[NH:6][C:7]([NH:9][C:10]3[CH:15]=[CH:14][C:13]([O:16][C:17]4[C:22]([C:23]5[CH:28]=[CH:27][N:26]=[C:25]([NH:49][C:46]6[CH:45]=[CH:44][C:43]([N:40]7[CH2:39][CH2:38][N:37]([CH3:36])[CH2:42][CH2:41]7)=[CH:48][CH:47]=6)[N:24]=5)=[CH:21][CH:20]=[CH:19][N:18]=4)=[CH:12][CH:11]=3)=[N:8][C:4]=2[CH:3]=1. The catalyst class is: 41. (2) Reactant: CC(C)([O-])C.[K+].[CH3:7][CH:8]([C:14]([CH3:16])=[O:15])[C:9]([O:11][CH2:12][CH3:13])=[O:10].Cl[C:18]1[C:23]([C:24]#[N:25])=[C:22]([NH:26][CH3:27])[C:21]([N+:28]([O-:30])=[O:29])=[CH:20][CH:19]=1.[NH4+].[Cl-]. Product: [CH2:12]([O:11][C:9](=[O:10])[C:8]([C:18]1[CH:19]=[CH:20][C:21]([N+:28]([O-:30])=[O:29])=[C:22]([NH:26][CH3:27])[C:23]=1[C:24]#[N:25])([CH3:7])[C:14](=[O:15])[CH3:16])[CH3:13]. The catalyst class is: 16. (3) Reactant: C[Al](C)C.[C:5]1([SH:11])[CH:10]=[CH:9][CH:8]=CC=1.[OH:12][CH:13]([CH3:18])[CH2:14][C:15]([O-:17])=[O:16].Cl. Product: [S:11]1[CH:8]=[CH:9][CH:10]=[C:5]1[O:17][C:15](=[O:16])[CH2:14][CH:13]([OH:12])[CH3:18]. The catalyst class is: 4. (4) Reactant: [C:1]([O:5][C:6]([N:8]1[C:16]2[C:11](=[CH:12][C:13]([CH2:17][OH:18])=[CH:14][CH:15]=2)[CH:10]=[C:9]1[C:19]1[C:27]2[C:22](=[CH:23][CH:24]=[C:25]([C:28]([O:30][CH3:31])=[O:29])[CH:26]=2)[NH:21][N:20]=1)=[O:7])([CH3:4])([CH3:3])[CH3:2]. Product: [C:1]([O:5][C:6]([N:8]1[C:16]2[C:11](=[CH:12][C:13]([CH:17]=[O:18])=[CH:14][CH:15]=2)[CH:10]=[C:9]1[C:19]1[C:27]2[C:22](=[CH:23][CH:24]=[C:25]([C:28]([O:30][CH3:31])=[O:29])[CH:26]=2)[NH:21][N:20]=1)=[O:7])([CH3:4])([CH3:3])[CH3:2]. The catalyst class is: 742. (5) Reactant: FC(F)(F)C(O)=O.[Cl:8][C:9]1[CH:14]=[CH:13][C:12]([C:15]2([C:35]#[N:36])[CH:19]([CH2:20][C:21]([CH3:24])([CH3:23])[CH3:22])[NH:18][CH:17]([C:25](O)=[O:26])[CH:16]2[C:28]2[CH:33]=[CH:32][CH:31]=[C:30]([Cl:34])[CH:29]=2)=[C:11]([O:37][CH3:38])[CH:10]=1.CC1(C)[O:44][C@H:43]([CH2:45][CH2:46][NH2:47])[CH2:42][O:41]1.CN(C(ON1N=NC2C=CC=NC1=2)=[N+](C)C)C.F[P-](F)(F)(F)(F)F.CCN(C(C)C)C(C)C.Cl. Product: [OH:44][C@@H:43]([CH2:42][OH:41])[CH2:45][CH2:46][NH:47][C:25]([CH:17]1[CH:16]([C:28]2[CH:33]=[CH:32][CH:31]=[C:30]([Cl:34])[CH:29]=2)[C:15]([C:12]2[CH:13]=[CH:14][C:9]([Cl:8])=[CH:10][C:11]=2[O:37][CH3:38])([C:35]#[N:36])[CH:19]([CH2:20][C:21]([CH3:24])([CH3:23])[CH3:22])[NH:18]1)=[O:26]. The catalyst class is: 539. (6) Reactant: [F:1][C:2]1[C:3]([C:9]2[C:17]3[C:12](=[N:13][CH:14]=[CH:15][CH:16]=3)[NH:11][N:10]=2)=[N:4][C:5](F)=[CH:6][CH:7]=1.[CH3:18][N:19]1[CH2:24][CH2:23][NH:22][CH2:21][CH2:20]1.CCN(C(C)C)C(C)C. Product: [F:1][C:2]1[C:3]([C:9]2[C:17]3[C:12](=[N:13][CH:14]=[CH:15][CH:16]=3)[NH:11][N:10]=2)=[N:4][C:5]([N:22]2[CH2:23][CH2:24][N:19]([CH3:18])[CH2:20][CH2:21]2)=[CH:6][CH:7]=1. The catalyst class is: 37.